This data is from TCR-epitope binding with 47,182 pairs between 192 epitopes and 23,139 TCRs. The task is: Binary Classification. Given a T-cell receptor sequence (or CDR3 region) and an epitope sequence, predict whether binding occurs between them. (1) The epitope is VLAWLYAAV. The TCR CDR3 sequence is CASSSGLAGALDPKNIQYF. Result: 1 (the TCR binds to the epitope). (2) The epitope is KAYNVTQAF. The TCR CDR3 sequence is CASSFDGGTEAFF. Result: 1 (the TCR binds to the epitope). (3) The TCR CDR3 sequence is CASRLAGGGGEQFF. Result: 0 (the TCR does not bind to the epitope). The epitope is LLSAGIFGA. (4) The epitope is TPGPGVRYPL. The TCR CDR3 sequence is CASSESGRGDTQYF. Result: 1 (the TCR binds to the epitope). (5) The epitope is KLGGALQAK. The TCR CDR3 sequence is CASSPYRDADEKLFF. Result: 0 (the TCR does not bind to the epitope). (6) Result: 0 (the TCR does not bind to the epitope). The epitope is AMFWSVPTV. The TCR CDR3 sequence is CASSAGTGYQPQHF.